This data is from Forward reaction prediction with 1.9M reactions from USPTO patents (1976-2016). The task is: Predict the product of the given reaction. (1) Given the reactants C(OC(=O)[NH:7][C:8]1[C:13]([CH2:14][N:15]2[CH:20]=[C:19]3[N:21]=[C:22]([C:24]4[CH:29]=[CH:28][CH:27]=[C:26]([F:30])[C:25]=4[F:31])[N:23]=[C:18]3[CH:17]=[N:16]2)=[CH:12][CH:11]=[C:10](Cl)[N:9]=1)(C)(C)C.[CH3:34][O:35][C:36]1[CH:41]=[CH:40][C:39](B(O)O)=[C:38]([C:45]([F:48])([F:47])[F:46])[CH:37]=1, predict the reaction product. The product is: [F:31][C:25]1[C:26]([F:30])=[CH:27][CH:28]=[CH:29][C:24]=1[C:22]1[N:23]=[C:18]2[CH:17]=[N:16][N:15]([CH2:14][C:13]3[C:8]([NH2:7])=[N:9][C:10]([C:39]4[CH:40]=[CH:41][C:36]([O:35][CH3:34])=[CH:37][C:38]=4[C:45]([F:46])([F:47])[F:48])=[CH:11][CH:12]=3)[CH:20]=[C:19]2[N:21]=1. (2) Given the reactants [Cl:1][C:2]1[CH:10]=[C:9]([O:11][C:12]2[CH:17]=[CH:16][N:15]=[CH:14][C:13]=2[C:18]([N:20]2[C:29]3[C:24](=[CH:25][CH:26]=[CH:27][CH:28]=3)[N:23]([CH:30]3[CH2:32][CH2:31]3)[CH2:22][CH2:21]2)=[O:19])[C:8]([Cl:33])=[CH:7][C:3]=1[C:4](O)=[O:5].CN(C(ON1N=NC2C=CC=NC1=2)=[N+](C)C)C.F[P-](F)(F)(F)(F)F.C(N(CC)C(C)C)(C)C.Cl.[CH3:68][O:69][C:70](=[O:73])[CH2:71][NH2:72], predict the reaction product. The product is: [CH3:68][O:69][C:70](=[O:73])[CH2:71][NH:72][C:4](=[O:5])[C:3]1[CH:7]=[C:8]([Cl:33])[C:9]([O:11][C:12]2[CH:17]=[CH:16][N:15]=[CH:14][C:13]=2[C:18]([N:20]2[C:29]3[C:24](=[CH:25][CH:26]=[CH:27][CH:28]=3)[N:23]([CH:30]3[CH2:31][CH2:32]3)[CH2:22][CH2:21]2)=[O:19])=[CH:10][C:2]=1[Cl:1]. (3) Given the reactants [C:1]([C:3]1[CH:4]=[N:5][C:6]2[C:11]([N:12]=1)=[CH:10][C:9]([C:13]([C:15]1[CH:20]=[CH:19][C:18]([NH:21]C(=O)OC(C)(C)C)=[CH:17][C:16]=1[F:29])=[O:14])=[CH:8][CH:7]=2)#[N:2].C(O)(C(F)(F)F)=O, predict the reaction product. The product is: [NH2:21][C:18]1[CH:19]=[CH:20][C:15]([C:13]([C:9]2[CH:10]=[C:11]3[C:6]([N:5]=[CH:4][C:3]([C:1]#[N:2])=[N:12]3)=[CH:7][CH:8]=2)=[O:14])=[C:16]([F:29])[CH:17]=1. (4) Given the reactants [CH3:1][O:2][C:3]1[C:8]2[N:9]=[C:10](N)[S:11][C:7]=2[CH:6]=[CH:5][CH:4]=1.N(OCCC(C)C)=O, predict the reaction product. The product is: [CH3:1][O:2][C:3]1[C:8]2[N:9]=[CH:10][S:11][C:7]=2[CH:6]=[CH:5][CH:4]=1. (5) Given the reactants [OH:1][CH2:2][C@@H:3]([NH:11][C:12](=[O:18])[O:13][C:14]([CH3:17])([CH3:16])[CH3:15])[CH2:4][C@H:5]([CH2:9][OH:10])[CH2:6][CH:7]=[CH2:8].[CH3:19][C:20]1C=CC(S(O)(=O)=O)=C[CH:25]=1.COC(OC)(C)C, predict the reaction product. The product is: [OH:10][CH2:9][C@H:5]([CH2:6][CH:7]=[CH2:8])[CH2:4][C@H:3]1[CH2:2][O:1][C:20]([CH3:25])([CH3:19])[N:11]1[C:12]([O:13][C:14]([CH3:17])([CH3:16])[CH3:15])=[O:18]. (6) The product is: [CH2:1]([O:3][C:4](=[O:19])[C:5]([F:18])([F:17])[CH2:6][N:7]([C:23]1[C:24]([N+:28]([O-:30])=[O:29])=[CH:25][N:26]=[C:21]([Cl:20])[N:22]=1)[CH2:8][C:9]1[CH:14]=[CH:13][C:12]([O:15][CH3:16])=[CH:11][CH:10]=1)[CH3:2]. Given the reactants [CH2:1]([O:3][C:4](=[O:19])[C:5]([F:18])([F:17])[CH2:6][NH:7][CH2:8][C:9]1[CH:14]=[CH:13][C:12]([O:15][CH3:16])=[CH:11][CH:10]=1)[CH3:2].[Cl:20][C:21]1[N:26]=[C:25](Cl)[C:24]([N+:28]([O-:30])=[O:29])=[CH:23][N:22]=1.C(=O)(O)[O-].[Na+], predict the reaction product. (7) Given the reactants Cl[C:2]1[NH:3][C:4]2[CH:10]=[CH:9][CH:8]=[CH:7][C:5]=2[N:6]=1.[NH2:11][C:12]1[CH:13]=[C:14]([C:19]([F:22])([F:21])[F:20])[CH:15]=[CH:16][C:17]=1[CH3:18], predict the reaction product. The product is: [N:6]1[C:5]2[CH:7]=[CH:8][CH:9]=[CH:10][C:4]=2[NH:3][C:2]=1[NH:11][C:12]1[CH:13]=[C:14]([C:19]([F:20])([F:21])[F:22])[CH:15]=[CH:16][C:17]=1[CH3:18].